From a dataset of Reaction yield outcomes from USPTO patents with 853,638 reactions. Predict the reaction yield, written as a fraction of the theoretical maximum amount of product (1.0 means a 100% yield; for example, 0.34 means a 34% yield). (1) The reactants are FC1C=C(O)C=C(O)C=1.[Cl-].[Al+3].[Cl-].[Cl-].C(Cl)(=O)C.Cl.[F:19][C:20]1[CH:29]=[C:28]2[C:23]([C:24](=[O:39])[CH2:25]C(C3C=CC(OC)=C(O)C=3)[O:27]2)=[C:22]([OH:40])[CH:21]=1. The catalyst is ClC1C=CC=CC=1. The product is [F:19][C:20]1[CH:21]=[C:22]([OH:40])[C:23]([C:24](=[O:39])[CH3:25])=[C:28]([OH:27])[CH:29]=1. The yield is 0.470. (2) The reactants are [CH2:1]([C:3]1[CH:4]=[C:5]([C:9]#[C:10][Si](C)(C)C)[CH:6]=[CH:7][CH:8]=1)[CH3:2].C(=O)([O-])[O-].[K+].[K+]. The catalyst is CO. The product is [CH2:9]([C:5]1[CH:6]=[CH:7][CH:8]=[C:3]([C:1]#[CH:2])[CH:4]=1)[CH3:10]. The yield is 1.10. (3) The yield is 0.810. The catalyst is CO. The reactants are [OH-].[Na+].C[O:4][C:5]([C:7]1[N:8]=[C:9]2[CH:25]=[CH:24][C:23]([CH2:26][C:27]3[CH:32]=[CH:31][CH:30]=[C:29]([Cl:33])[C:28]=3[F:34])=[CH:22][N:10]2[C:11](=[O:21])[C:12]=1[O:13][Si](C(C)(C)C)(C)C)=[O:6].Cl. The product is [Cl:33][C:29]1[C:28]([F:34])=[C:27]([CH:32]=[CH:31][CH:30]=1)[CH2:26][C:23]1[CH:24]=[CH:25][C:9]2[N:10]([CH:22]=1)[C:11](=[O:21])[C:12]([OH:13])=[C:7]([C:5]([OH:6])=[O:4])[N:8]=2.